Dataset: TCR-epitope binding with 47,182 pairs between 192 epitopes and 23,139 TCRs. Task: Binary Classification. Given a T-cell receptor sequence (or CDR3 region) and an epitope sequence, predict whether binding occurs between them. (1) The epitope is NLNESLIDL. The TCR CDR3 sequence is CSVEARPTKSSYNEQFF. Result: 1 (the TCR binds to the epitope). (2) The epitope is QVPLRPMTYK. The TCR CDR3 sequence is CASSYGWGNEQFF. Result: 0 (the TCR does not bind to the epitope). (3) The epitope is LVLSVNPYV. The TCR CDR3 sequence is CSVWTSTKNIQYF. Result: 0 (the TCR does not bind to the epitope). (4) The epitope is ATDALMTGY. The TCR CDR3 sequence is CASKNRDVGYNEQFF. Result: 1 (the TCR binds to the epitope). (5) The epitope is GTSGSPIIDK. Result: 0 (the TCR does not bind to the epitope). The TCR CDR3 sequence is CASSLRGTGELFF. (6) The epitope is KAYNVTQAF. The TCR CDR3 sequence is CASSQDLGPLYEQYF. Result: 0 (the TCR does not bind to the epitope). (7) The TCR CDR3 sequence is CASSLAGTATYEQYF. The epitope is IPIQASLPF. Result: 1 (the TCR binds to the epitope). (8) The epitope is KLGGALQAK. The TCR CDR3 sequence is CASSLWDNTEAFF. Result: 1 (the TCR binds to the epitope). (9) The epitope is GILGFVFTL. The TCR CDR3 sequence is CASSMTSGSLNEQFF. Result: 1 (the TCR binds to the epitope).